This data is from Reaction yield outcomes from USPTO patents with 853,638 reactions. The task is: Predict the reaction yield, written as a fraction of the theoretical maximum amount of product (1.0 means a 100% yield; for example, 0.34 means a 34% yield). (1) The reactants are C([N:8](CC1C=CC=CC=1)[C:9]1[CH:14]=[CH:13][C:12]([F:15])=[C:11]([C:16]2[C:20]([C:21]3[CH:26]=[CH:25][N:24]=[CH:23][CH:22]=3)=[CH:19][NH:18][N:17]=2)[C:10]=1[F:27])C1C=CC=CC=1. The catalyst is CO.[OH-].[OH-].[Pd+2]. The product is [F:27][C:10]1[C:11]([C:16]2[C:20]([C:21]3[CH:26]=[CH:25][N:24]=[CH:23][CH:22]=3)=[CH:19][NH:18][N:17]=2)=[C:12]([F:15])[CH:13]=[CH:14][C:9]=1[NH2:8]. The yield is 0.560. (2) The reactants are [OH-:1].[Na+].C[O:4][C:5]([C:7]1[C:8]([NH:27][C:28]2[CH:33]=[CH:32][C:31]([Br:34])=[CH:30][C:29]=2[Cl:35])=[C:9]([Cl:26])[C:10]2[N:11]([C:13]([CH2:16][NH:17][CH2:18]C(OC(C)(C)C)=O)=[CH:14][N:15]=2)[CH:12]=1)=[O:6].[CH3:36][OH:37].O.Cl. The catalyst is O. The product is [Br:34][C:31]1[CH:32]=[CH:33][C:28]([NH:27][C:8]2[C:7]([C:5]([OH:4])=[O:6])=[CH:12][N:11]3[C:13]([CH2:16][N:17]([C:36]([O:37][C:7]([CH3:8])([CH3:12])[CH3:5])=[O:1])[CH3:18])=[CH:14][N:15]=[C:10]3[C:9]=2[Cl:26])=[C:29]([Cl:35])[CH:30]=1. The yield is 0.840.